Regression. Given two drug SMILES strings and cell line genomic features, predict the synergy score measuring deviation from expected non-interaction effect. From a dataset of NCI-60 drug combinations with 297,098 pairs across 59 cell lines. (1) Drug 1: CCCS(=O)(=O)NC1=C(C(=C(C=C1)F)C(=O)C2=CNC3=C2C=C(C=N3)C4=CC=C(C=C4)Cl)F. Synergy scores: CSS=6.86, Synergy_ZIP=-3.66, Synergy_Bliss=-3.22, Synergy_Loewe=-8.42, Synergy_HSA=-3.31. Drug 2: C1C(C(OC1N2C=NC(=NC2=O)N)CO)O. Cell line: NCI-H522. (2) Drug 1: CC1=CC2C(CCC3(C2CCC3(C(=O)C)OC(=O)C)C)C4(C1=CC(=O)CC4)C. Drug 2: C1=C(C(=O)NC(=O)N1)F. Cell line: HL-60(TB). Synergy scores: CSS=55.2, Synergy_ZIP=-3.82, Synergy_Bliss=-14.7, Synergy_Loewe=-22.8, Synergy_HSA=-16.1. (3) Drug 1: C1=CC(=CC=C1CCC2=CNC3=C2C(=O)NC(=N3)N)C(=O)NC(CCC(=O)O)C(=O)O. Drug 2: C1=NC(=NC(=O)N1C2C(C(C(O2)CO)O)O)N. Cell line: HS 578T. Synergy scores: CSS=18.3, Synergy_ZIP=-5.33, Synergy_Bliss=1.82, Synergy_Loewe=-1.73, Synergy_HSA=1.87. (4) Cell line: SK-MEL-28. Drug 2: C1CC(=O)NC(=O)C1N2C(=O)C3=CC=CC=C3C2=O. Synergy scores: CSS=34.0, Synergy_ZIP=3.33, Synergy_Bliss=4.99, Synergy_Loewe=-26.9, Synergy_HSA=4.82. Drug 1: CCC1=CC2CC(C3=C(CN(C2)C1)C4=CC=CC=C4N3)(C5=C(C=C6C(=C5)C78CCN9C7C(C=CC9)(C(C(C8N6C)(C(=O)OC)O)OC(=O)C)CC)OC)C(=O)OC.C(C(C(=O)O)O)(C(=O)O)O. (5) Cell line: LOX IMVI. Drug 2: CC1=C(C=C(C=C1)C(=O)NC2=CC(=CC(=C2)C(F)(F)F)N3C=C(N=C3)C)NC4=NC=CC(=N4)C5=CN=CC=C5. Drug 1: CCC1=CC2CC(C3=C(CN(C2)C1)C4=CC=CC=C4N3)(C5=C(C=C6C(=C5)C78CCN9C7C(C=CC9)(C(C(C8N6C)(C(=O)OC)O)OC(=O)C)CC)OC)C(=O)OC.C(C(C(=O)O)O)(C(=O)O)O. Synergy scores: CSS=47.3, Synergy_ZIP=0.699, Synergy_Bliss=1.11, Synergy_Loewe=-10.8, Synergy_HSA=3.89. (6) Drug 1: C1CCN(CC1)CCOC2=CC=C(C=C2)C(=O)C3=C(SC4=C3C=CC(=C4)O)C5=CC=C(C=C5)O. Drug 2: CC(CN1CC(=O)NC(=O)C1)N2CC(=O)NC(=O)C2. Cell line: OVCAR-5. Synergy scores: CSS=16.1, Synergy_ZIP=-5.58, Synergy_Bliss=-3.93, Synergy_Loewe=-4.10, Synergy_HSA=-4.42. (7) Synergy scores: CSS=-0.170, Synergy_ZIP=8.42, Synergy_Bliss=5.85, Synergy_Loewe=-31.2, Synergy_HSA=-2.38. Drug 2: CCC1(CC2CC(C3=C(CCN(C2)C1)C4=CC=CC=C4N3)(C5=C(C=C6C(=C5)C78CCN9C7C(C=CC9)(C(C(C8N6C)(C(=O)OC)O)OC(=O)C)CC)OC)C(=O)OC)O.OS(=O)(=O)O. Cell line: CCRF-CEM. Drug 1: CC=C1C(=O)NC(C(=O)OC2CC(=O)NC(C(=O)NC(CSSCCC=C2)C(=O)N1)C(C)C)C(C)C. (8) Drug 1: CCC1(CC2CC(C3=C(CCN(C2)C1)C4=CC=CC=C4N3)(C5=C(C=C6C(=C5)C78CCN9C7C(C=CC9)(C(C(C8N6C=O)(C(=O)OC)O)OC(=O)C)CC)OC)C(=O)OC)O.OS(=O)(=O)O. Drug 2: C1CC(C1)(C(=O)O)C(=O)O.[NH2-].[NH2-].[Pt+2]. Cell line: HCT116. Synergy scores: CSS=22.4, Synergy_ZIP=-0.314, Synergy_Bliss=1.03, Synergy_Loewe=-2.54, Synergy_HSA=4.29. (9) Drug 2: CC1C(C(CC(O1)OC2CC(OC(C2O)C)OC3=CC4=CC5=C(C(=O)C(C(C5)C(C(=O)C(C(C)O)O)OC)OC6CC(C(C(O6)C)O)OC7CC(C(C(O7)C)O)OC8CC(C(C(O8)C)O)(C)O)C(=C4C(=C3C)O)O)O)O. Cell line: CAKI-1. Synergy scores: CSS=78.1, Synergy_ZIP=0.955, Synergy_Bliss=1.81, Synergy_Loewe=2.73, Synergy_HSA=5.97. Drug 1: CC1=C(C(=CC=C1)Cl)NC(=O)C2=CN=C(S2)NC3=CC(=NC(=N3)C)N4CCN(CC4)CCO.